From a dataset of Forward reaction prediction with 1.9M reactions from USPTO patents (1976-2016). Predict the product of the given reaction. (1) Given the reactants O=C1C2C(=CC=CC=2)C(=O)[N:3]1[O:12][CH:13]1[CH2:17][N:16]([C:18]([O:20][C:21]([CH3:24])([CH3:23])[CH3:22])=[O:19])[N:15]([C:25]([O:27][C:28]([CH3:31])([CH3:30])[CH3:29])=[O:26])[CH2:14]1.C(Cl)Cl.O.NN, predict the reaction product. The product is: [NH2:3][O:12][CH:13]1[CH2:14][N:15]([C:25]([O:27][C:28]([CH3:29])([CH3:30])[CH3:31])=[O:26])[N:16]([C:18]([O:20][C:21]([CH3:24])([CH3:23])[CH3:22])=[O:19])[CH2:17]1. (2) Given the reactants [Cl:1][C:2]1[C:7]([C:8]2[CH:13]=[CH:12][CH:11]=[CH:10][CH:9]=2)=[N:6][N:5]=[C:4]2[NH:14][N:15]=[C:16]([C:17]3[CH:22]=[CH:21][CH:20]=[CH:19][CH:18]=3)[C:3]=12.[N:23]1[CH:28]=[CH:27][C:26]([CH2:29]O)=[CH:25][CH:24]=1, predict the reaction product. The product is: [Cl:1][C:2]1[C:7]([C:8]2[CH:9]=[CH:10][CH:11]=[CH:12][CH:13]=2)=[N:6][N:5]=[C:4]2[N:14]([CH2:29][C:26]3[CH:27]=[CH:28][N:23]=[CH:24][CH:25]=3)[N:15]=[C:16]([C:17]3[CH:18]=[CH:19][CH:20]=[CH:21][CH:22]=3)[C:3]=12. (3) Given the reactants [F:1][C:2]1[CH:7]=[CH:6][C:5]([C:8]2[CH:13]=[CH:12][N:11]=[CH:10][C:9]=2[NH:14][CH2:15][CH:16]2[CH2:21][CH2:20][CH2:19][O:18][CH2:17]2)=[C:4]([O:22][CH3:23])[CH:3]=1.[CH3:24][S:25]([C:28]1[CH:29]=[C:30]([CH:34]=[C:35]([C:37]([F:40])([F:39])[F:38])[CH:36]=1)[C:31](O)=[O:32])(=[O:27])=[O:26], predict the reaction product. The product is: [F:1][C:2]1[CH:7]=[CH:6][C:5]([C:8]2[CH:13]=[CH:12][N:11]=[CH:10][C:9]=2[N:14]([CH2:15][CH:16]2[CH2:21][CH2:20][CH2:19][O:18][CH2:17]2)[C:31](=[O:32])[C:30]2[CH:34]=[C:35]([C:37]([F:40])([F:38])[F:39])[CH:36]=[C:28]([S:25]([CH3:24])(=[O:27])=[O:26])[CH:29]=2)=[C:4]([O:22][CH3:23])[CH:3]=1. (4) Given the reactants [O:1]([CH2:19][CH2:20][C:21]1([CH2:27][CH2:28][C:29]([CH2:38][CH2:39][CH2:40][CH:41]=[CH2:42])([C:34](OC)=[O:35])[C:30](OC)=[O:31])[CH2:26][CH2:25][CH2:24][CH2:23][CH2:22]1)[Si:2]([C:15]([CH3:18])([CH3:17])[CH3:16])([C:9]1[CH:14]=[CH:13][CH:12]=[CH:11][CH:10]=1)[C:3]1[CH:8]=[CH:7][CH:6]=[CH:5][CH:4]=1.[H-].[Al+3].[Li+].[H-].[H-].[H-].O.[OH-].[Na+], predict the reaction product. The product is: [O:1]([CH2:19][CH2:20][C:21]1([CH2:27][CH2:28][C:29]([CH2:38][CH2:39][CH2:40][CH:41]=[CH2:42])([CH2:34][OH:35])[CH2:30][OH:31])[CH2:26][CH2:25][CH2:24][CH2:23][CH2:22]1)[Si:2]([C:15]([CH3:16])([CH3:18])[CH3:17])([C:9]1[CH:10]=[CH:11][CH:12]=[CH:13][CH:14]=1)[C:3]1[CH:4]=[CH:5][CH:6]=[CH:7][CH:8]=1.